This data is from Forward reaction prediction with 1.9M reactions from USPTO patents (1976-2016). The task is: Predict the product of the given reaction. (1) Given the reactants [NH:1]1[CH2:6][CH2:5][CH:4]([C:7]2[CH:8]=[C:9]3[C:13](=[CH:14][CH:15]=2)[NH:12][C:11](=[O:16])[CH2:10]3)[CH2:3][CH2:2]1.[O:17]1[CH2:22][CH2:21][C:20](=O)[CH2:19][CH2:18]1.C(O)(=O)C, predict the reaction product. The product is: [O:17]1[CH2:22][CH2:21][CH:20]([N:1]2[CH2:2][CH2:3][CH:4]([C:7]3[CH:8]=[C:9]4[C:13](=[CH:14][CH:15]=3)[NH:12][C:11](=[O:16])[CH2:10]4)[CH2:5][CH2:6]2)[CH2:19][CH2:18]1. (2) Given the reactants [Br:1][C:2]1[CH:3]=[C:4]([CH2:8][OH:9])[CH:5]=[CH:6][CH:7]=1.[CH3:10][C:11]([Si:14](Cl)([CH3:16])[CH3:15])([CH3:13])[CH3:12].N1C=CN=C1, predict the reaction product. The product is: [Br:1][C:2]1[CH:3]=[C:4]([CH:5]=[CH:6][CH:7]=1)[CH2:8][O:9][Si:14]([C:11]([CH3:13])([CH3:12])[CH3:10])([CH3:16])[CH3:15]. (3) Given the reactants [C:1]1([NH2:12])[C:6](F)=[C:5](F)[C:4](F)=[C:3](N)C=1F.Cl.Cl.[CH2:15]([N:17](CC)CC)[CH3:16].[C:22]1([CH:32]([N:34]=[C:35]=[O:36])[CH3:33])[C:31]2[C:26](=[CH:27][CH:28]=[CH:29][CH:30]=2)[CH:25]=[CH:24][CH:23]=1, predict the reaction product. The product is: [N:12]12[CH2:3][CH2:4][CH:5]([CH2:6][CH2:1]1)[CH:15]([NH:17][C:35]([NH:34][CH:32]([C:22]1[C:31]3[C:26](=[CH:27][CH:28]=[CH:29][CH:30]=3)[CH:25]=[CH:24][CH:23]=1)[CH3:33])=[O:36])[CH2:16]2. (4) Given the reactants [NH:1]1[C:9]2[C:4](=[CH:5][CH:6]=[CH:7][CH:8]=2)[CH:3]=[C:2]1[CH2:10][OH:11].[Cr](Cl)([O-])(=O)=O.[NH+]1C=CC=CC=1, predict the reaction product. The product is: [NH:1]1[C:9]2[C:4](=[CH:5][CH:6]=[CH:7][CH:8]=2)[CH:3]=[C:2]1[CH:10]=[O:11]. (5) Given the reactants [CH2:1]([O:3][C:4]1[CH:19]=[CH:18][C:7]([CH2:8][CH:9]([C:14]([O:16][CH3:17])=[O:15])[C:10]([O:12][CH3:13])=[O:11])=[CH:6][C:5]=1[CH2:20][OH:21])[CH3:2].[F:22][C:23]1[CH:28]=[C:27]([F:29])[CH:26]=[CH:25][C:24]=1[N:30]=[C:31]=[O:32], predict the reaction product. The product is: [F:22][C:23]1[CH:28]=[C:27]([F:29])[CH:26]=[CH:25][C:24]=1[NH:30][C:31]([O:21][CH2:20][C:5]1[CH:6]=[C:7]([CH:18]=[CH:19][C:4]=1[O:3][CH2:1][CH3:2])[CH2:8][CH:9]([C:14]([O:16][CH3:17])=[O:15])[C:10]([O:12][CH3:13])=[O:11])=[O:32]. (6) Given the reactants Br[CH2:2][CH2:3][OH:4].[NH:5]1[CH:9]=[CH:8][N:7]=[C:6]1[CH2:10][OH:11], predict the reaction product. The product is: [OH:4][CH:3]([C:9]1[N:5]=[C:6]([CH2:10][OH:11])[NH:7][CH:8]=1)[CH3:2]. (7) Given the reactants [NH2:1][C@H:2]([C:5]([OH:7])=[O:6])[CH2:3][SH:4], predict the reaction product. The product is: [NH2:1][C@H:2]([C:5]([OH:7])=[O:6])[CH2:3][SH:4].[CH2:3]([S:4][S:4][CH2:3][C@H:2]([NH2:1])[C:5]([OH:7])=[O:6])[C@H:2]([NH2:1])[C:5]([OH:7])=[O:6]. (8) The product is: [CH3:29][NH:30][C:31]1[N:36]=[CH:35][C:34]([C:17]2[N:18]=[C:19]([N:20]3[CH2:21][CH2:22][O:23][CH2:24][CH2:25]3)[C:14]3[CH:13]=[C:12]([CH2:11][N:8]4[CH2:7][CH2:6][N:5]([S:2]([CH3:1])(=[O:4])=[O:3])[CH2:10][CH2:9]4)[S:28][C:15]=3[N:16]=2)=[CH:33][N:32]=1. Given the reactants [CH3:1][S:2]([N:5]1[CH2:10][CH2:9][N:8]([CH2:11][C:12]2[S:28][C:15]3[N:16]=[C:17](SC)[N:18]=[C:19]([N:20]4[CH2:25][CH2:24][O:23][CH2:22][CH2:21]4)[C:14]=3[CH:13]=2)[CH2:7][CH2:6]1)(=[O:4])=[O:3].[CH3:29][NH:30][C:31]1[N:36]=[CH:35][C:34]([Sn](CCCC)(CCCC)CCCC)=[CH:33][N:32]=1, predict the reaction product. (9) Given the reactants C[N:2](/[CH:4]=[N:5]/[C:6](=[S:12])[C:7]([O:9][CH2:10][CH3:11])=[O:8])C.N1C=CC=CC=1.NOS(=O)(=O)O, predict the reaction product. The product is: [S:12]1[C:6]([C:7]([O:9][CH2:10][CH3:11])=[O:8])=[N:5][CH:4]=[N:2]1.